Dataset: Forward reaction prediction with 1.9M reactions from USPTO patents (1976-2016). Task: Predict the product of the given reaction. (1) Given the reactants COC(N[C@@H](C(C)C)C(N1CC(=O)C[C@H]1C(OCC1C=CC=CC=1)=O)=O)=O.Cl.Cl.Cl.[F:31][C:32]1([F:85])[C:44]2[CH:43]=[C:42]([C:45]3[CH:46]=[CH:47][C:48]4[N:52]=[C:51]([C@@H:53]5[C@H:58]6[CH2:59][C@@H:55]([CH2:56][CH2:57]6)[N:54]5[C:60](=[O:73])[C@H:61]([NH:68][C:69](=[O:72])[O:70][CH3:71])[C:62]5[CH:67]=[CH:66][CH:65]=[CH:64][CH:63]=5)[NH:50][C:49]=4[CH:74]=3)[CH:41]=[CH:40][C:39]=2[C:38]2[C:33]1=[CH:34][C:35]([C:75]1[NH:79][C:78]([C@@H:80]3[CH2:84][CH2:83][CH2:82][NH:81]3)=[N:77][CH:76]=1)=[CH:36][CH:37]=2.[CH3:86][O:87][C:88]([NH:90][C@@H:91]([CH:95]1[CH2:100][CH2:99][O:98][CH2:97][CH2:96]1)[C:92](O)=[O:93])=[O:89].Cl.O=C1CN[C@H](C(OCC2C=CC=CC=2)=O)C1.COC(N[C@@H](C(C)C)C(O)=O)=O, predict the reaction product. The product is: [CH3:71][O:70][C:69](=[O:72])[NH:68][C@H:61]([C:62]1[CH:63]=[CH:64][CH:65]=[CH:66][CH:67]=1)[C:60]([N:54]1[C@H:53]([C:51]2[NH:50][C:49]3[CH:74]=[C:45]([C:42]4[CH:41]=[CH:40][C:39]5[C:38]6[C:33](=[CH:34][C:35]([C:75]7[NH:79][C:78]([C@@H:80]8[CH2:84][CH2:83][CH2:82][N:81]8[C:92](=[O:93])[C@@H:91]([NH:90][C:88]([O:87][CH3:86])=[O:89])[CH:95]8[CH2:100][CH2:99][O:98][CH2:97][CH2:96]8)=[N:77][CH:76]=7)=[CH:36][CH:37]=6)[C:32]([F:31])([F:85])[C:44]=5[CH:43]=4)[CH:46]=[CH:47][C:48]=3[N:52]=2)[C@H:58]2[CH2:59][C@H:55]1[CH2:56][CH2:57]2)=[O:73]. (2) The product is: [C:10]([C:3]1[CH:4]=[C:5]([O:8][CH3:9])[CH:6]=[CH:7][C:2]=1[O:1][CH2:14][C:15]([OH:17])=[O:16])(=[O:12])[CH3:11]. Given the reactants [OH:1][C:2]1[CH:7]=[CH:6][C:5]([O:8][CH3:9])=[CH:4][C:3]=1[C:10](=[O:12])[CH3:11].Br[CH2:14][C:15]([O:17]C)=[O:16].C(=O)([O-])[O-].[K+].[K+].[OH-].[Na+], predict the reaction product. (3) Given the reactants [CH2:1]([C:5]1[CH:12]=[CH:11][C:8]([CH:9]=[O:10])=[CH:7][CH:6]=1)[CH:2]([CH3:4])[CH3:3].S(=O)(=O)(O)O.[N+:18]([O-])([OH:20])=[O:19], predict the reaction product. The product is: [CH2:1]([C:5]1[CH:6]=[CH:7][C:8]([CH:9]=[O:10])=[CH:11][C:12]=1[N+:18]([O-:20])=[O:19])[CH:2]([CH3:4])[CH3:3]. (4) The product is: [O:13]=[C:14]([NH:20][C:21]1[CH:26]=[CH:25][C:24]([C:27]([F:30])([F:28])[F:29])=[CH:23][N:22]=1)[CH2:15][CH2:16][C:17]([O:8][CH2:7][C:1]1[CH:6]=[CH:5][CH:4]=[CH:3][CH:2]=1)=[O:18]. Given the reactants [C:1]1([CH2:7][OH:8])[CH:6]=[CH:5][CH:4]=[CH:3][CH:2]=1.S(Cl)(Cl)=O.[O:13]=[C:14]([NH:20][C:21]1[CH:26]=[CH:25][C:24]([C:27]([F:30])([F:29])[F:28])=[CH:23][N:22]=1)[CH2:15][CH2:16][C:17](O)=[O:18], predict the reaction product. (5) The product is: [Br:1][CH2:2][CH2:3][CH2:4][O:26][C:19]1[C:20]([O:24][CH3:25])=[CH:21][CH:22]=[C:23]2[C:18]=1[O:17][C:16](=[O:27])[CH:15]=[C:14]2[NH:13][C:12]1[C:11]([Cl:28])=[CH:10][N:9]=[CH:8][C:7]=1[Cl:6]. Given the reactants [Br:1][CH2:2][CH2:3][CH2:4]Br.[Cl:6][C:7]1[CH:8]=[N:9][CH:10]=[C:11]([Cl:28])[C:12]=1[NH:13][C:14]1[C:23]2[C:18](=[C:19]([OH:26])[C:20]([O:24][CH3:25])=[CH:21][CH:22]=2)[O:17][C:16](=[O:27])[CH:15]=1, predict the reaction product. (6) Given the reactants [Cl:1][C:2]1[CH:7]=[CH:6][C:5]([N:8]([CH2:10][CH2:11][CH2:12][N:13]([CH3:15])[CH3:14])[CH3:9])=[C:4]([N+:16]([O-])=O)[CH:3]=1, predict the reaction product. The product is: [Cl:1][C:2]1[CH:3]=[C:4]([NH2:16])[C:5]([N:8]([CH2:10][CH2:11][CH2:12][N:13]([CH3:15])[CH3:14])[CH3:9])=[CH:6][CH:7]=1. (7) Given the reactants [Cl:1][C:2]1[C:3]([NH:23][C:24]2[CH:28]=[C:27]([CH3:29])[NH:26][N:25]=2)=[N:4][C:5]([NH:8][C:9]2[CH:14]=[C:13]([CH3:15])[C:12]([CH:16]3[CH2:21][CH2:20][NH:19][CH2:18][CH2:17]3)=[CH:11][C:10]=2[F:22])=[N:6][CH:7]=1.C(OC([N:37]([CH2:44][CH3:45])[C:38]1([C:41](O)=[O:42])[CH2:40][CH2:39]1)=O)(C)(C)C.CN(C(ON1N=NC2C=CC=NC1=2)=[N+](C)C)C.F[P-](F)(F)(F)(F)F.C(N(C(C)C)CC)(C)C, predict the reaction product. The product is: [Cl:1][C:2]1[C:3]([NH:23][C:24]2[CH:28]=[C:27]([CH3:29])[NH:26][N:25]=2)=[N:4][C:5]([NH:8][C:9]2[C:10]([F:22])=[CH:11][C:12]([CH:16]3[CH2:17][CH2:18][N:19]([C:41]([C:38]4([NH:37][CH2:44][CH3:45])[CH2:40][CH2:39]4)=[O:42])[CH2:20][CH2:21]3)=[C:13]([CH3:15])[CH:14]=2)=[N:6][CH:7]=1. (8) Given the reactants [F:1][C:2]1[CH:7]=[CH:6][C:5]([NH:8][C:9](=[O:15])[O:10][C:11]([CH3:14])([CH3:13])[CH3:12])=[C:4]([N+:16]([O-])=O)[CH:3]=1, predict the reaction product. The product is: [NH2:16][C:4]1[CH:3]=[C:2]([F:1])[CH:7]=[CH:6][C:5]=1[NH:8][C:9](=[O:15])[O:10][C:11]([CH3:13])([CH3:12])[CH3:14]. (9) Given the reactants COC1C=CC(C[N:8]2[N:12]=[N:11][C:10]([CH2:13][CH2:14][C:15]([O:17][CH3:18])=[O:16])=[N:9]2)=CC=1.Cl.[H][H], predict the reaction product. The product is: [N:11]1[NH:12][N:8]=[N:9][C:10]=1[CH2:13][CH2:14][C:15]([O:17][CH3:18])=[O:16].